This data is from Full USPTO retrosynthesis dataset with 1.9M reactions from patents (1976-2016). The task is: Predict the reactants needed to synthesize the given product. (1) Given the product [C:16]([CH2:20][CH:22]1[N:27]([C:28]([C:30]2[CH:34]=[C:33]([CH3:35])[N:32]([C:36]3[CH:37]=[CH:38][CH:39]=[CH:40][CH:41]=3)[C:31]=2[C:42]2[CH:43]=[CH:44][CH:45]=[CH:46][CH:47]=2)=[O:29])[CH2:26][CH2:25][N:24]([C:48]([O:50][C:51]([CH3:53])([CH3:52])[CH3:54])=[O:49])[CH2:23]1)#[N:17], predict the reactants needed to synthesize it. The reactants are: CC(C)([O-])C.[K+].C1(C)C=CC(S([CH2:16][N+:17]#[C-])(=O)=O)=CC=1.[CH:20]([C@H:22]1[N:27]([C:28]([C:30]2[CH:34]=[C:33]([CH3:35])[N:32]([C:36]3[CH:41]=[CH:40][CH:39]=[CH:38][CH:37]=3)[C:31]=2[C:42]2[CH:47]=[CH:46][CH:45]=[CH:44][CH:43]=2)=[O:29])[CH2:26][CH2:25][N:24]([C:48]([O:50][C:51]([CH3:54])([CH3:53])[CH3:52])=[O:49])[CH2:23]1)=O.CO. (2) Given the product [OH:1][CH:2]1[C:14]2[C:13]([C:15]([NH:17][C:18]3[CH:23]=[CH:22][CH:21]=[CH:20][C:19]=3[CH3:24])=[O:16])=[CH:12][CH:11]=[CH:10][C:9]=2[C:8]2[C:3]1=[CH:4][CH:5]=[CH:6][CH:7]=2, predict the reactants needed to synthesize it. The reactants are: [O:1]=[C:2]1[C:14]2[C:13]([C:15]([NH:17][C:18]3[CH:23]=[CH:22][CH:21]=[CH:20][C:19]=3[CH3:24])=[O:16])=[CH:12][CH:11]=[CH:10][C:9]=2[C:8]2[C:3]1=[CH:4][CH:5]=[CH:6][CH:7]=2.[BH4-].[Na+]. (3) Given the product [Cl:1][C:2]1[CH:3]=[C:4]([C:9]2[CH:13]=[C:12]([C:14]3[CH:15]=[CH:16][C:17]([O:20][CH3:21])=[CH:18][CH:19]=3)[N:11]([CH2:22][C:23]3[CH:24]=[CH:25][C:26]([C:27]([NH:33][CH2:37][CH2:65][C:63]([OH:69])=[O:64])=[O:29])=[CH:30][CH:31]=3)[N:10]=2)[CH:5]=[C:6]([Cl:8])[CH:7]=1, predict the reactants needed to synthesize it. The reactants are: [Cl:1][C:2]1[CH:3]=[C:4]([C:9]2[CH:13]=[C:12]([C:14]3[CH:19]=[CH:18][C:17]([O:20][CH3:21])=[CH:16][CH:15]=3)[N:11]([CH2:22][C:23]3[CH:31]=[CH:30][C:26]([C:27]([OH:29])=O)=[CH:25][CH:24]=3)[N:10]=2)[CH:5]=[C:6]([Cl:8])[CH:7]=1.O[N:33]1[C:37]2N=CC=CC=2N=N1.C(N(CC)C(C)C)(C)C.Cl.CN(C)CCCN=C=NCC.[C:63]([OH:69])([C:65](F)(F)F)=[O:64].C(Cl)Cl.